Predict the reactants needed to synthesize the given product. From a dataset of Full USPTO retrosynthesis dataset with 1.9M reactions from patents (1976-2016). Given the product [CH2:36]([O:43][C:50]1[CH:49]=[C:48]([C:44]([CH3:45])([CH3:47])[CH3:46])[N:53]=[N:52][C:51]=1[O:54][CH3:55])[C:37]1[CH:42]=[CH:41][CH:40]=[CH:39][CH:38]=1, predict the reactants needed to synthesize it. The reactants are: C(=O)([O-])[O-].[Cs+].[Cs+].C1(C2C3C(=CC=CC=3)C=CC=2)C2C(=CC=CC=2)C=CC=1P(C(C)(C)C)C(C)(C)C.[CH2:36]([OH:43])[C:37]1[CH:42]=[CH:41][CH:40]=[CH:39][CH:38]=1.[C:44]([C:48]1[N:53]=[N:52][C:51]([O:54][CH3:55])=[C:50](I)[CH:49]=1)([CH3:47])([CH3:46])[CH3:45].